From a dataset of Full USPTO retrosynthesis dataset with 1.9M reactions from patents (1976-2016). Predict the reactants needed to synthesize the given product. (1) Given the product [CH:1]([O:4][C:5]([N:7]1[CH2:12][CH2:11][N:10]([C:13]2[CH:18]=[CH:17][N:16]3[N:19]=[CH:20][C:21]([C:26]4[CH:27]=[CH:28][CH:29]=[CH:30][C:25]=4[O:24][CH3:23])=[C:15]3[N:14]=2)[CH2:9][CH2:8]1)=[O:6])([CH3:3])[CH3:2], predict the reactants needed to synthesize it. The reactants are: [CH:1]([O:4][C:5]([N:7]1[CH2:12][CH2:11][N:10]([C:13]2[CH:18]=[CH:17][N:16]3[N:19]=[CH:20][C:21](Br)=[C:15]3[N:14]=2)[CH2:9][CH2:8]1)=[O:6])([CH3:3])[CH3:2].[CH3:23][O:24][C:25]1[CH:30]=[CH:29][CH:28]=[CH:27][C:26]=1B(O)O. (2) Given the product [CH3:21][O:22][C:23](=[O:44])[CH2:24][O:25][C:26]1[CH:31]=[CH:30][C:29]([C:2]2[CH:3]=[CH:4][C:5]3[N:6]([C:8]([C:11]4[CH:16]=[CH:15][C:14]([O:17][CH3:18])=[C:13]([O:19][CH3:20])[CH:12]=4)=[CH:9][N:10]=3)[N:7]=2)=[CH:28][C:27]=1[C:41](=[O:43])[NH2:42], predict the reactants needed to synthesize it. The reactants are: Cl[C:2]1[CH:3]=[CH:4][C:5]2[N:6]([C:8]([C:11]3[CH:16]=[CH:15][C:14]([O:17][CH3:18])=[C:13]([O:19][CH3:20])[CH:12]=3)=[CH:9][N:10]=2)[N:7]=1.[CH3:21][O:22][C:23](=[O:44])[CH2:24][O:25][C:26]1[CH:31]=[CH:30][C:29](B2OC(C)(C)C(C)(C)O2)=[CH:28][C:27]=1[C:41](=[O:43])[NH2:42]. (3) Given the product [ClH:47].[ClH:47].[CH3:1][N:2]([CH2:11][CH2:12][N:13]1[CH2:18][CH2:17][S:16][C:15]2[CH:19]=[C:20]([NH:23][C:24]([C:26]3[S:27][CH:28]=[CH:29][CH:30]=3)=[NH:25])[CH:21]=[CH:22][C:14]1=2)[CH2:3][C:4]([OH:6])=[O:5], predict the reactants needed to synthesize it. The reactants are: [CH3:1][N:2]([CH2:11][CH2:12][N:13]1[CH2:18][CH2:17][S:16][C:15]2[CH:19]=[C:20]([NH:23][C:24]([C:26]3[S:27][CH:28]=[CH:29][CH:30]=3)=[NH:25])[CH:21]=[CH:22][C:14]1=2)[CH2:3][C:4]([O:6]C(C)(C)C)=[O:5].C1(OC)C=CC=CC=1.FC(F)(F)C(O)=O.C(Cl)[Cl:47]. (4) Given the product [Br:23][C:2]1[S:3][C:4]2[CH:10]=[C:9]([N+:11]([O-:13])=[O:12])[CH:8]=[CH:7][C:5]=2[N:6]=1, predict the reactants needed to synthesize it. The reactants are: N[C:2]1[S:3][C:4]2[CH:10]=[C:9]([N+:11]([O-:13])=[O:12])[CH:8]=[CH:7][C:5]=2[N:6]=1.P(=O)(O)(O)O.N([O-])=O.[Na+].[BrH:23].